Dataset: Catalyst prediction with 721,799 reactions and 888 catalyst types from USPTO. Task: Predict which catalyst facilitates the given reaction. (1) Reactant: [Br:1][C:2]1[CH:3]=[C:4]2[CH2:10][C:9](=[O:11])[NH:8][C:5]2=[N:6][CH:7]=1.[H-].[Na+].Cl[CH2:15][O:16][CH2:17][CH2:18][Si:19]([CH3:22])([CH3:21])[CH3:20]. Product: [Br:1][C:2]1[CH:3]=[C:4]2[CH2:10][C:9](=[O:11])[N:8]([CH2:15][O:16][CH2:17][CH2:18][Si:19]([CH3:22])([CH3:21])[CH3:20])[C:5]2=[N:6][CH:7]=1. The catalyst class is: 213. (2) Reactant: [Br:1][C:2]1[CH:3]=[N:4][C:5]2[N:6]([N:8]=[CH:9][CH:10]=2)[CH:7]=1.[I:11]I. Product: [Br:1][C:2]1[CH:3]=[N:4][C:5]2[N:6]([N:8]=[CH:9][C:10]=2[I:11])[CH:7]=1. The catalyst class is: 10. (3) Reactant: [Cl:1][C:2]1[CH:27]=[CH:26][C:5]2[NH:6][C:7]3[N:8]=[CH:9][CH:10]=[CH:11][C:12]=3[C:13]([CH:23]([F:25])[F:24])([CH:14](OC(C)C)[O:15][CH:16]([CH3:18])[CH3:17])[C:4]=2[CH:3]=1. Product: [Cl:1][C:2]1[CH:27]=[CH:26][C:5]2[NH:6][C:7]3[N:8]=[CH:9][CH:10]=[CH:11][C:12]=3[C:13]([CH:23]([F:24])[F:25])([CH2:14][O:15][CH:16]([CH3:18])[CH3:17])[C:4]=2[CH:3]=1. The catalyst class is: 55.